This data is from Reaction yield outcomes from USPTO patents with 853,638 reactions. The task is: Predict the reaction yield, written as a fraction of the theoretical maximum amount of product (1.0 means a 100% yield; for example, 0.34 means a 34% yield). (1) The reactants are C(OC(=O)[NH:7][C@@H:8]1[CH2:13][CH2:12][CH2:11][CH2:10][C@@H:9]1[N:14]1[CH2:18][CH2:17][CH2:16][CH2:15]1)(C)(C)C.[ClH:20]. The catalyst is O1CCOCC1. The product is [ClH:20].[ClH:20].[N:14]1([C@H:9]2[CH2:10][CH2:11][CH2:12][CH2:13][C@H:8]2[NH2:7])[CH2:15][CH2:16][CH2:17][CH2:18]1. The yield is 0.850. (2) The reactants are I.[NH2:2][CH2:3][CH:4]1[CH2:9][CH2:8][CH2:7][CH:6]([N:10]2[C:19]3[C:14](=[CH:15][N:16]=[CH:17][CH:18]=3)[C:13]3=[N:20][O:21][C:22]([CH3:23])=[C:12]3[C:11]2=[O:24])[CH2:5]1.[C:25](O)(=[O:32])[C:26]1[CH:31]=[CH:30][CH:29]=[N:28][CH:27]=1.Cl.CN(C)CCCN=C=NCC.ON1C2N=CC=CC=2N=N1.C(N(CC)C(C)C)(C)C. The catalyst is CN(C)C=O. The product is [CH3:23][C:22]1[O:21][N:20]=[C:13]2[C:14]3[C:19](=[CH:18][CH:17]=[N:16][CH:15]=3)[N:10]([CH:6]3[CH2:7][CH2:8][CH2:9][CH:4]([CH2:3][NH:2][C:25](=[O:32])[C:26]4[CH:31]=[CH:30][CH:29]=[N:28][CH:27]=4)[CH2:5]3)[C:11](=[O:24])[C:12]=12. The yield is 0.830. (3) The reactants are [F:1][C:2]1[CH:7]=[CH:6][C:5]([NH:8][C:9]([NH:11][C:12]([NH:14][CH2:15][C:16]2[CH:21]=[CH:20][C:19]([C:22]3[N:26]=[CH:25][N:24]([C:27]4[CH:32]=[CH:31][C:30]([O:33][C:34]([F:37])([F:36])[F:35])=[CH:29][CH:28]=4)[N:23]=3)=[CH:18][CH:17]=2)=[O:13])=[S:10])=[C:4]([CH:38]([CH3:40])[CH3:39])[CH:3]=1.[C:41]([O-])(=[O:43])[CH3:42].[Na+].BrCC(OC)=O.C(#N)C. The catalyst is [Cl-].[Na+].O.ClCCl. The product is [F:1][C:2]1[CH:7]=[CH:6][C:5]([N:8]2[C:41](=[O:43])[CH2:42][S:10]/[C:9]/2=[N:11]\[C:12]([NH:14][CH2:15][C:16]2[CH:21]=[CH:20][C:19]([C:22]3[N:26]=[CH:25][N:24]([C:27]4[CH:32]=[CH:31][C:30]([O:33][C:34]([F:37])([F:35])[F:36])=[CH:29][CH:28]=4)[N:23]=3)=[CH:18][CH:17]=2)=[O:13])=[C:4]([CH:38]([CH3:40])[CH3:39])[CH:3]=1. The yield is 0.580.